This data is from Full USPTO retrosynthesis dataset with 1.9M reactions from patents (1976-2016). The task is: Predict the reactants needed to synthesize the given product. (1) Given the product [Br:1][C:2](=[CH2:6])[CH2:3][CH2:4][O:5][Si:13]([C:16]([CH3:19])([CH3:18])[CH3:17])([CH3:15])[CH3:14], predict the reactants needed to synthesize it. The reactants are: [Br:1][C:2](=[CH2:6])[CH2:3][CH2:4][OH:5].FC(F)(F)S(O[Si:13]([C:16]([CH3:19])([CH3:18])[CH3:17])([CH3:15])[CH3:14])(=O)=O.CCN(C(C)C)C(C)C. (2) Given the product [NH2:21][C:22]1[C:27]([C:28]([NH:30][C:31]2[CH:36]=[C:35]([NH:37][S:38]([CH3:41])(=[O:39])=[O:40])[CH:34]=[C:33]([O:42][CH3:43])[CH:32]=2)=[O:29])=[C:26]([NH:1][C@H:2]([C:4]2[N:9]([C:10]3[CH:15]=[CH:14][CH:13]=[CH:12][CH:11]=3)[C:8](=[O:16])[C:7]3=[C:17]([CH3:20])[CH:18]=[CH:19][N:6]3[N:5]=2)[CH3:3])[N:25]=[CH:24][N:23]=1, predict the reactants needed to synthesize it. The reactants are: [NH2:1][C@H:2]([C:4]1[N:9]([C:10]2[CH:15]=[CH:14][CH:13]=[CH:12][CH:11]=2)[C:8](=[O:16])[C:7]2=[C:17]([CH3:20])[CH:18]=[CH:19][N:6]2[N:5]=1)[CH3:3].[NH2:21][C:22]1[C:27]([C:28]([NH:30][C:31]2[CH:36]=[C:35]([NH:37][S:38]([CH3:41])(=[O:40])=[O:39])[CH:34]=[C:33]([O:42][CH3:43])[CH:32]=2)=[O:29])=[C:26](Cl)[N:25]=[CH:24][N:23]=1.CCN(C(C)C)C(C)C.[F-].[Cs+]. (3) Given the product [C:1]([NH:4][C:5]1[CH:9]=[C:8]([Cl:30])[N:7]([C:10]2[CH:15]=[CH:14][C:13]([O:16][CH3:17])=[CH:12][CH:11]=2)[C:6]=1[C:18]([O:20][CH2:21][CH3:22])=[O:19])(=[O:3])[CH3:2], predict the reactants needed to synthesize it. The reactants are: [C:1]([NH:4][C:5]1[CH:9]=[CH:8][N:7]([C:10]2[CH:15]=[CH:14][C:13]([O:16][CH3:17])=[CH:12][CH:11]=2)[C:6]=1[C:18]([O:20][CH2:21][CH3:22])=[O:19])(=[O:3])[CH3:2].C1C(=O)N([Cl:30])C(=O)C1.